This data is from Full USPTO retrosynthesis dataset with 1.9M reactions from patents (1976-2016). The task is: Predict the reactants needed to synthesize the given product. Given the product [CH3:1][O:2][C:3]([C:5]1[C:6]([OH:24])=[C:7]2[C:12](=[CH:13][N:14]=1)[N:11]([CH2:15][C:16]1[CH:21]=[CH:20][CH:19]=[CH:18][CH:17]=1)[C:10](=[O:22])[C:9]([C:31]1[CH:32]=[CH:33][C:26]3[C:27]([CH:30]=1)=[N:28][O:29][N:25]=3)=[CH:8]2)=[O:4], predict the reactants needed to synthesize it. The reactants are: [CH3:1][O:2][C:3]([C:5]1[C:6]([OH:24])=[C:7]2[C:12](=[CH:13][N:14]=1)[N:11]([CH2:15][C:16]1[CH:21]=[CH:20][CH:19]=[CH:18][CH:17]=1)[C:10](=[O:22])[C:9](Br)=[CH:8]2)=[O:4].[N:25]1[O:29][N:28]=[C:27]2[CH:30]=[C:31](B(O)O)[CH:32]=[CH:33][C:26]=12.[O-]P([O-])([O-])=O.[K+].[K+].[K+].O.COC1C=CC=C(OC)C=1C1C=CC=CC=1P(C1CCCCC1)C1CCCCC1.Cl.